Dataset: NCI-60 drug combinations with 297,098 pairs across 59 cell lines. Task: Regression. Given two drug SMILES strings and cell line genomic features, predict the synergy score measuring deviation from expected non-interaction effect. (1) Drug 1: C1C(C(OC1N2C=NC(=NC2=O)N)CO)O. Drug 2: C1CCC(C(C1)N)N.C(=O)(C(=O)[O-])[O-].[Pt+4]. Cell line: HOP-62. Synergy scores: CSS=31.8, Synergy_ZIP=-7.34, Synergy_Bliss=-7.88, Synergy_Loewe=-13.5, Synergy_HSA=-1.76. (2) Drug 1: CC12CCC3C(C1CCC2=O)CC(=C)C4=CC(=O)C=CC34C. Drug 2: CC1=C(C=C(C=C1)C(=O)NC2=CC(=CC(=C2)C(F)(F)F)N3C=C(N=C3)C)NC4=NC=CC(=N4)C5=CN=CC=C5. Cell line: TK-10. Synergy scores: CSS=26.4, Synergy_ZIP=-1.18, Synergy_Bliss=-1.34, Synergy_Loewe=-4.71, Synergy_HSA=-2.23. (3) Drug 1: C1CCN(CC1)CCOC2=CC=C(C=C2)C(=O)C3=C(SC4=C3C=CC(=C4)O)C5=CC=C(C=C5)O. Drug 2: C1CC(C1)(C(=O)O)C(=O)O.[NH2-].[NH2-].[Pt+2]. Cell line: K-562. Synergy scores: CSS=24.8, Synergy_ZIP=-7.11, Synergy_Bliss=-6.01, Synergy_Loewe=-4.47, Synergy_HSA=-4.63. (4) Drug 1: C1CCC(CC1)NC(=O)N(CCCl)N=O. Drug 2: CN(C)N=NC1=C(NC=N1)C(=O)N. Cell line: HS 578T. Synergy scores: CSS=14.1, Synergy_ZIP=-2.92, Synergy_Bliss=6.88, Synergy_Loewe=-3.93, Synergy_HSA=5.47. (5) Drug 1: CC(C1=C(C=CC(=C1Cl)F)Cl)OC2=C(N=CC(=C2)C3=CN(N=C3)C4CCNCC4)N. Drug 2: CN1C(=O)N2C=NC(=C2N=N1)C(=O)N. Cell line: NCI/ADR-RES. Synergy scores: CSS=-3.71, Synergy_ZIP=3.04, Synergy_Bliss=0.338, Synergy_Loewe=-3.67, Synergy_HSA=-4.60. (6) Drug 1: CC1=C(C=C(C=C1)NC(=O)C2=CC=C(C=C2)CN3CCN(CC3)C)NC4=NC=CC(=N4)C5=CN=CC=C5. Drug 2: C1CC(=O)NC(=O)C1N2C(=O)C3=CC=CC=C3C2=O. Cell line: NCI-H226. Synergy scores: CSS=-4.89, Synergy_ZIP=2.91, Synergy_Bliss=2.61, Synergy_Loewe=-2.71, Synergy_HSA=-2.80. (7) Drug 1: CC(C)(C1=NC(=CC=C1)N2C3=NC(=NC=C3C(=O)N2CC=C)NC4=CC=C(C=C4)N5CCN(CC5)C)O. Drug 2: C1CC(CNC1)C2=CC=C(C=C2)N3C=C4C=CC=C(C4=N3)C(=O)N. Cell line: SW-620. Synergy scores: CSS=64.1, Synergy_ZIP=3.22, Synergy_Bliss=2.08, Synergy_Loewe=-1.97, Synergy_HSA=8.25.